This data is from Catalyst prediction with 721,799 reactions and 888 catalyst types from USPTO. The task is: Predict which catalyst facilitates the given reaction. (1) The catalyst class is: 7. Reactant: [Br:1][C:2]1[CH:9]=[CH:8][C:7]([O:10][CH3:11])=[CH:6][C:3]=1[C:4]#[N:5].B. Product: [Br:1][C:2]1[CH:9]=[CH:8][C:7]([O:10][CH3:11])=[CH:6][C:3]=1[CH2:4][NH2:5]. (2) The catalyst class is: 3. Reactant: C(OC(N1CCC(C([O:20][C:21]2[CH:43]=[CH:42][C:24]3[C:25]4[N:29]([CH2:30][CH2:31][O:32][C:23]=3[CH:22]=2)[CH:28]=[C:27]([C:33]2[N:34]([CH:39]([CH3:41])[CH3:40])[N:35]=[C:36]([CH3:38])[N:37]=2)[N:26]=4)CC)CC1)=O)C1C=CC=CC=1.[H-].[Na+].[CH2:46]([O:48][C:49](=[O:61])[C:50](Br)([CH2:56][CH:57]([CH3:59])[CH3:58])[C:51]([O:53][CH2:54][CH3:55])=[O:52])[CH3:47]. Product: [CH2:46]([O:48][C:49](=[O:61])[C:50]([CH2:56][CH:57]([CH3:59])[CH3:58])([O:20][C:21]1[CH:43]=[CH:42][C:24]2[C:25]3[N:29]([CH2:30][CH2:31][O:32][C:23]=2[CH:22]=1)[CH:28]=[C:27]([C:33]1[N:34]([CH:39]([CH3:41])[CH3:40])[N:35]=[C:36]([CH3:38])[N:37]=1)[N:26]=3)[C:51]([O:53][CH2:54][CH3:55])=[O:52])[CH3:47]. (3) Reactant: Cl[CH2:2][N:3]1[CH:7]=[C:6]([C:8]([F:11])([F:10])[F:9])[C:5]([C:12]#[N:13])=[CH:4]1.[F:14][C:15]([F:24])([F:23])[CH2:16][CH2:17][CH:18]([C:21]#[N:22])[C:19]#[N:20].C(=O)([O-])[O-].[K+].[K+].O. Product: [C:12]([C:5]1[C:6]([C:8]([F:11])([F:10])[F:9])=[CH:7][N:3]([CH2:2][C:18]([CH2:17][CH2:16][C:15]([F:14])([F:23])[F:24])([C:19]#[N:20])[C:21]#[N:22])[CH:4]=1)#[N:13]. The catalyst class is: 9. (4) Reactant: [Cl:1][C:2]1[CH:3]=[C:4]([CH:35]=[CH:36][CH:37]=1)[C:5]([CH3:34])([CH3:33])[C@@H:6]([C:9]([NH:11][C@H:12]([C:17]([N:19]([C@@H:21]([CH:30]([CH3:32])[CH3:31])/[CH:22]=[C:23](\[CH3:29])/[C:24]([O:26]CC)=[O:25])[CH3:20])=[O:18])[C:13]([CH3:16])([CH3:15])[CH3:14])=[O:10])[NH:7][CH3:8].[OH-].[Li+]. Product: [Cl:1][C:2]1[CH:3]=[C:4]([CH:35]=[CH:36][CH:37]=1)[C:5]([CH3:34])([CH3:33])[C@@H:6]([C:9]([NH:11][C@H:12]([C:17]([N:19]([C@@H:21]([CH:30]([CH3:31])[CH3:32])/[CH:22]=[C:23](/[C:24]([OH:26])=[O:25])\[CH3:29])[CH3:20])=[O:18])[C:13]([CH3:14])([CH3:15])[CH3:16])=[O:10])[NH:7][CH3:8]. The catalyst class is: 72. (5) Reactant: Cl.Cl[CH2:3][CH2:4][N:5]([CH2:13][CH2:14]Cl)[CH2:6][C:7]1[CH:12]=[CH:11][CH:10]=[CH:9][CH:8]=1.Cl.[NH2:17][C:18]1[CH:19]=[C:20]([CH:26]=[CH:27][CH:28]=1)[C:21]([O:23][CH2:24][CH3:25])=[O:22].[I-:29].[Na+].C(=O)([O-])[O-].[Na+].[Na+]. Product: [IH:29].[C:7]1([CH2:6][N:5]2[CH2:13][CH2:14][N:17]([C:18]3[CH:19]=[C:20]([CH:26]=[CH:27][CH:28]=3)[C:21]([O:23][CH2:24][CH3:25])=[O:22])[CH2:3][CH2:4]2)[CH:12]=[CH:11][CH:10]=[CH:9][CH:8]=1. The catalyst class is: 259. (6) Reactant: [Cl:1][C:2]1[CH:3]=[C:4]([C:9]2[C:21]([CH3:22])=[CH:20][C:12]([C:13]([NH:15][S:16]([CH3:19])(=[O:18])=[O:17])=[O:14])=[C:11]([F:23])[CH:10]=2)[CH:5]=[N:6][C:7]=1F.C([O-])([O-])=O.[Cs+].[Cs+].[F:30][C:31]1[CH:32]=[C:33]([OH:38])[CH:34]=[CH:35][C:36]=1[CH3:37]. Product: [Cl:1][C:2]1[CH:3]=[C:4]([C:9]2[C:21]([CH3:22])=[CH:20][C:12]([C:13]([NH:15][S:16]([CH3:19])(=[O:18])=[O:17])=[O:14])=[C:11]([F:23])[CH:10]=2)[CH:5]=[N:6][C:7]=1[O:38][C:33]1[CH:34]=[CH:35][C:36]([CH3:37])=[C:31]([F:30])[CH:32]=1. The catalyst class is: 16. (7) Reactant: [CH3:1][C:2]1[CH:3]=[C:4]([OH:17])[CH:5]=[CH:6][C:7]=1B1OC(C)(C)C(C)(C)O1.Br[C:19]1[CH:26]=[CH:25][C:22]([CH:23]=[O:24])=[C:21]([O:27][CH2:28][CH2:29][CH2:30][CH3:31])[CH:20]=1.N#N.C([O-])([O-])=O.[Na+].[Na+].Cl. Product: [CH2:28]([O:27][C:21]1[CH:20]=[C:19]([C:7]2[CH:6]=[CH:5][C:4]([OH:17])=[CH:3][C:2]=2[CH3:1])[CH:26]=[CH:25][C:22]=1[CH:23]=[O:24])[CH2:29][CH2:30][CH3:31]. The catalyst class is: 77. (8) Reactant: [CH:1]1([N:5]2[CH2:11][CH2:10][CH2:9][N:8]([C:12]([N:14]3[CH2:17][CH:16]([O:18][C:19]4[CH:24]=[CH:23][C:22]([N+:25]([O-])=O)=[C:21]([CH3:28])[CH:20]=4)[CH2:15]3)=[O:13])[CH2:7][CH2:6]2)[CH2:4][CH2:3][CH2:2]1.[CH3:29]C(N(C)C)=O.N1CCCC1. Product: [CH:1]1([N:5]2[CH2:11][CH2:10][CH2:9][N:8]([C:12]([N:14]3[CH2:17][CH:16]([O:18][C:19]4[CH:20]=[C:21]5[C:22](=[CH:23][CH:24]=4)[NH:25][CH:29]=[CH:28]5)[CH2:15]3)=[O:13])[CH2:7][CH2:6]2)[CH2:4][CH2:3][CH2:2]1. The catalyst class is: 3. (9) Reactant: [Br:1][C:2]1[CH:3]=[C:4]([C:8](=O)[CH3:9])[CH:5]=[CH:6][CH:7]=1.C([SiH]([CH2:16][CH3:17])CC)C.B(F)(F)F.CCO[CH2:25][CH3:26].[C:27]([O-])(O)=O.[Na+]. Product: [CH2:8]([C:4]1[CH:3]=[C:2]([Br:1])[CH:7]=[CH:6][CH:5]=1)[C:9]1[CH:17]=[CH:16][CH:26]=[CH:25][CH:27]=1. The catalyst class is: 2. (10) Reactant: [C:1]([O:5][C:6](=[O:16])[NH:7][CH2:8][C:9]1[CH:14]=[CH:13][CH:12]=[C:11](I)[CH:10]=1)([CH3:4])([CH3:3])C.[NH2:17][CH2:18][CH2:19][N:20]1[CH2:25][CH2:24][O:23][CH2:22][CH2:21]1.C([O-])([O-])=O.[K+].[K+].N1CCC[C@H]1C(O)=O. Product: [CH:1]([O:5][C:6](=[O:16])[NH:7][CH2:8][C:9]1[CH:14]=[CH:13][CH:12]=[C:11]([NH:17][CH2:18][CH2:19][N:20]2[CH2:25][CH2:24][O:23][CH2:22][CH2:21]2)[CH:10]=1)([CH3:3])[CH3:4]. The catalyst class is: 419.